The task is: Predict the reactants needed to synthesize the given product.. This data is from Full USPTO retrosynthesis dataset with 1.9M reactions from patents (1976-2016). (1) Given the product [CH2:24]([O:26][N:27]=[C:2]1[C:11]2[C:6](=[CH:7][CH:8]=[CH:9][CH:10]=2)[O:5][CH:4]([C:12]2[CH:22]=[CH:21][C:15]([C:16]([O:18][CH2:19][CH3:20])=[O:17])=[CH:14][N:13]=2)[CH2:3]1)[CH3:25], predict the reactants needed to synthesize it. The reactants are: O=[C:2]1[C:11]2[C:6](=[CH:7][CH:8]=[CH:9][CH:10]=2)[O:5][CH:4]([C:12]2[CH:22]=[CH:21][C:15]([C:16]([O:18][CH2:19][CH3:20])=[O:17])=[CH:14][N:13]=2)[CH2:3]1.Cl.[CH2:24]([O:26][NH2:27])[CH3:25].C([O-])(=O)C.[K+]. (2) Given the product [C:1]([O:5][C:6](=[O:79])[CH2:7][CH2:8][C@H:9]1[NH:49][C:50](=[O:78])[CH2:51][C@@H:52](/[CH:53]=[CH:54]/[CH2:55][CH2:56][S:57][C:58]([C:59]2[CH:64]=[CH:63][CH:62]=[CH:61][CH:60]=2)([C:83]2[CH:88]=[CH:87][CH:86]=[CH:85][CH:84]=2)[C:65]2[CH:70]=[CH:69][CH:68]=[CH:67][CH:66]=2)[O:43][C:42](=[O:44])[CH2:41][NH:40][C:39](=[O:46])[C:36]([CH3:38])([CH3:37])[NH:35][C:34](=[O:47])[C@@H:12]([CH2:13][S:14][C:15]([C:22]2[CH:27]=[CH:26][CH:25]=[CH:24][CH:23]=2)([C:22]2[CH:27]=[CH:26][CH:25]=[CH:24][CH:23]=2)[C:28]2[CH:33]=[CH:32][CH:31]=[CH:30][CH:29]=2)[NH:11][C:10]1=[O:48])([CH3:4])([CH3:2])[CH3:3], predict the reactants needed to synthesize it. The reactants are: [C:1]([O:5][C:6](=[O:79])[CH2:7][CH2:8][C@@H:9]([NH:49][C:50](=[O:78])[CH2:51][C@H:52](O)/[CH:53]=[CH:54]/[CH2:55][CH2:56][S:57][C:58](C1C=CC=CC=1)([C:65]1[CH:70]=[CH:69][CH:68]=[CH:67][CH:66]=1)[C:59]1[CH:64]=[CH:63][CH:62]=[CH:61][CH:60]=1)[C:10](=[O:48])[NH:11][C@@H:12]([C:34](=[O:47])[NH:35][C:36]([C:39](=[O:46])[NH:40][CH2:41][C:42]([O:44]C)=[O:43])([CH3:38])[CH3:37])[CH2:13][S:14][C:15]([C:28]1[CH:33]=[CH:32][CH:31]=[CH:30][CH:29]=1)([C:22]1[CH:27]=[CH:26][CH:25]=[CH:24][CH:23]=1)C1C=CC=CC=1)([CH3:4])([CH3:3])[CH3:2].[Li+].[OH-].C[C:83]1[CH:88]=[CH:87][CH:86]=[C:85]([N+]([O-])=O)[C:84]=1C(OC([C:83]1[C:88]([N+]([O-])=O)=[CH:87][CH:86]=[CH:85][C:84]=1C)=O)=O.